From a dataset of Forward reaction prediction with 1.9M reactions from USPTO patents (1976-2016). Predict the product of the given reaction. Given the reactants [C:1]1([C:7]2[CH:8]=[N:9][NH:10][C:11]=2[NH2:12])[CH:6]=[CH:5][CH:4]=[CH:3][CH:2]=1.[NH:13]1[C:21]2[C:16](=[CH:17][CH:18]=[C:19]([C:22](=O)[CH2:23][C:24](OCC)=[O:25])[CH:20]=2)[CH:15]=[CH:14]1, predict the reaction product. The product is: [NH:13]1[C:21]2[C:16](=[CH:17][CH:18]=[C:19]([C:22]3[NH:12][C:11]4[N:10]([N:9]=[CH:8][C:7]=4[C:1]4[CH:2]=[CH:3][CH:4]=[CH:5][CH:6]=4)[C:24](=[O:25])[CH:23]=3)[CH:20]=2)[CH:15]=[CH:14]1.